This data is from Reaction yield outcomes from USPTO patents with 853,638 reactions. The task is: Predict the reaction yield, written as a fraction of the theoretical maximum amount of product (1.0 means a 100% yield; for example, 0.34 means a 34% yield). (1) The catalyst is O1CCOCC1.C1C=CC(/C=C/C(/C=C/C2C=CC=CC=2)=O)=CC=1.C1C=CC(/C=C/C(/C=C/C2C=CC=CC=2)=O)=CC=1.C1C=CC(/C=C/C(/C=C/C2C=CC=CC=2)=O)=CC=1.[Pd].[Pd]. The product is [O:1]=[C:2]1[NH:6][C:5]2[CH:7]=[CH:8][C:9]([C:21]3[CH:22]=[C:23]([NH2:24])[CH:25]=[CH:26][CH:27]=3)=[CH:10][C:4]=2[NH:3]1. The reactants are [O:1]=[C:2]1[NH:6][C:5]2[CH:7]=[CH:8][C:9](B3OC(C)(C)C(C)(C)O3)=[CH:10][C:4]=2[NH:3]1.Br[C:21]1[CH:22]=[C:23]([CH:25]=[CH:26][CH:27]=1)[NH2:24].[O-]P([O-])([O-])=O.[K+].[K+].[K+].C1(P(C2CCCCC2)C2CCCCC2)CCCCC1. The yield is 0.150. (2) The yield is 0.360. The reactants are [OH:1][CH2:2][CH2:3][CH2:4][C:5]1[CH:20]=[CH:19][C:8]([O:9][C:10]2[CH:18]=[CH:17][C:13]([C:14]([NH2:16])=[O:15])=[CH:12][N:11]=2)=[CH:7][CH:6]=1.C(N(CC)CC)C.S(=O)(=O)=O.N1C=CC=CC=1. The catalyst is CS(C)=O. The product is [O:1]=[CH:2][CH2:3][CH2:4][C:5]1[CH:6]=[CH:7][C:8]([O:9][C:10]2[CH:18]=[CH:17][C:13]([C:14]([NH2:16])=[O:15])=[CH:12][N:11]=2)=[CH:19][CH:20]=1. (3) The reactants are [C:1]([O:5][C:6](=[O:26])[NH:7][C:8]1([C:20]2[CH:25]=[CH:24][CH:23]=[CH:22][CH:21]=2)[C:15](=[O:16])[N:14]2[CH:10]([S:11][CH2:12][CH:13]2[C:17](=O)[NH2:18])[CH2:9]1)([CH3:4])([CH3:3])[CH3:2].C(OC(C(F)(F)F)=O)(C(F)(F)F)=O.CCN(CC)CC. The catalyst is C(Cl)Cl. The product is [C:1]([O:5][C:6](=[O:26])[NH:7][C:8]1([C:20]2[CH:21]=[CH:22][CH:23]=[CH:24][CH:25]=2)[C:15](=[O:16])[N:14]2[CH:10]([S:11][CH2:12][CH:13]2[C:17]#[N:18])[CH2:9]1)([CH3:4])([CH3:2])[CH3:3]. The yield is 0.836. (4) The reactants are [Cl:1][C:2]1[C:3]([Cl:23])=[CH:4][C:5]2[C:6]3[CH2:15][CH2:14][N:13]([C:16]([O:18][C:19]([CH3:22])([CH3:21])[CH3:20])=[O:17])[CH2:12][CH2:11][C:7]=3[NH:8][C:9]=2[CH:10]=1.[H-].[Na+].Br[CH2:27][CH2:28][O:29][C:30]1[CH:35]=[CH:34][CH:33]=[CH:32][CH:31]=1. The catalyst is CN(C=O)C. The product is [Cl:1][C:2]1[C:3]([Cl:23])=[CH:4][C:5]2[C:6]3[CH2:15][CH2:14][N:13]([C:16]([O:18][C:19]([CH3:20])([CH3:22])[CH3:21])=[O:17])[CH2:12][CH2:11][C:7]=3[N:8]([CH2:27][CH2:28][O:29][C:30]3[CH:35]=[CH:34][CH:33]=[CH:32][CH:31]=3)[C:9]=2[CH:10]=1. The yield is 0.760. (5) The reactants are [C:1](#[N:3])[CH3:2].[H-].[Na+].[CH3:6][O:7][C:8]1[CH:9]=[C:10]([CH2:14][CH2:15][C:16](OC)=[O:17])[CH:11]=[CH:12][CH:13]=1. The catalyst is O1CCOCC1. The product is [CH3:6][O:7][C:8]1[CH:9]=[C:10]([CH2:14][CH2:15][C:16](=[O:17])[CH2:2][C:1]#[N:3])[CH:11]=[CH:12][CH:13]=1. The yield is 0.490. (6) The reactants are [CH3:1][C:2]1[O:6][N:5]=[C:4]([C:7]([N:9]2[CH2:14][CH2:13][CH:12]([CH2:15][C:16]([O:18]C)=[O:17])[CH2:11][CH2:10]2)=[O:8])[CH:3]=1.CO.[OH-].[Na+]. The catalyst is O. The product is [CH3:1][C:2]1[O:6][N:5]=[C:4]([C:7]([N:9]2[CH2:10][CH2:11][CH:12]([CH2:15][C:16]([OH:18])=[O:17])[CH2:13][CH2:14]2)=[O:8])[CH:3]=1. The yield is 0.110.